This data is from Forward reaction prediction with 1.9M reactions from USPTO patents (1976-2016). The task is: Predict the product of the given reaction. (1) Given the reactants [Br:1][C:2]1[CH:7]=[CH:6][C:5]([OH:8])=[CH:4][C:3]=1[CH3:9].C(N(CC)CC)C.[Si:17](Cl)([C:20]([CH3:23])([CH3:22])[CH3:21])([CH3:19])[CH3:18], predict the reaction product. The product is: [Br:1][C:2]1[CH:7]=[CH:6][C:5]([O:8][Si:17]([C:20]([CH3:23])([CH3:22])[CH3:21])([CH3:19])[CH3:18])=[CH:4][C:3]=1[CH3:9]. (2) Given the reactants C[O:2][C:3]1[CH:12]=[CH:11][C:10]2[NH:9][C:8](=[O:13])[C:7]3[S:14][CH:15]=[CH:16][C:6]=3[C:5]=2[C:4]=1/[CH:17]=[CH:18]/[CH2:19][N:20]1[CH2:25][CH2:24][CH2:23][CH:22]([NH:26]C(=O)OC(C)(C)C)[CH2:21]1.BrB(Br)Br, predict the reaction product. The product is: [NH2:26][CH:22]1[CH2:23][CH2:24][CH2:25][N:20]([CH2:19]/[CH:18]=[CH:17]/[C:4]2[C:5]3[C:6]4[CH:16]=[CH:15][S:14][C:7]=4[C:8](=[O:13])[NH:9][C:10]=3[CH:11]=[CH:12][C:3]=2[OH:2])[CH2:21]1. (3) Given the reactants [CH3:1][N:2]([CH3:7])[CH2:3][CH2:4][NH:5][CH3:6].C(=O)([O-])[O-].[K+].[K+].Br[CH2:15][C:16]([O:18][C:19]([CH3:22])([CH3:21])[CH3:20])=[O:17].C(OCC)(=O)C, predict the reaction product. The product is: [CH3:1][N:2]([CH3:7])[CH2:3][CH2:4][N:5]([CH3:6])[CH2:15][C:16]([O:18][C:19]([CH3:22])([CH3:21])[CH3:20])=[O:17]. (4) The product is: [F:16][C:13]1[CH:14]=[C:15]2[C:10](=[CH:11][CH:12]=1)[NH:9][CH:8]=[C:7]2[C:5](=[O:6])[CH2:4][CH2:3][CH2:2][N:17]1[CH2:22][CH2:21][NH:20][CH2:19][CH2:18]1. Given the reactants Cl[CH2:2][CH2:3][CH2:4][C:5]([C:7]1[C:15]2[C:10](=[CH:11][CH:12]=[C:13]([F:16])[CH:14]=2)[NH:9][CH:8]=1)=[O:6].[NH:17]1[CH2:22][CH2:21][NH:20][CH2:19][CH2:18]1, predict the reaction product. (5) Given the reactants [C:1]([O:4][CH2:5][C@H:6]([CH3:18])[CH2:7][CH:8]([NH:14][C:15](=[O:17])[CH3:16])[C:9]1[S:10][CH:11]=[CH:12][CH:13]=1)(=[O:3])[CH3:2].[Br:19]N1C(=O)CCC1=O.O, predict the reaction product. The product is: [C:1]([O:4][CH2:5][C@H:6]([CH3:18])[CH2:7][CH:8]([NH:14][C:15](=[O:17])[CH3:16])[C:9]1[S:10][C:11]([Br:19])=[CH:12][CH:13]=1)(=[O:3])[CH3:2]. (6) Given the reactants [C:1]([SiH2:5][O:6][C:7]([CH3:17])([CH3:16])[C:8]1[O:12][C:11]([CH2:13][OH:14])=[N:10][C:9]=1[CH3:15])([CH3:4])([CH3:3])[CH3:2].[CH3:18]I.[H-].[Na+].O, predict the reaction product. The product is: [C:1]([SiH2:5][O:6][C:7]([CH3:17])([CH3:16])[C:8]1[O:12][C:11]([CH2:13][O:14][CH3:18])=[N:10][C:9]=1[CH3:15])([CH3:4])([CH3:3])[CH3:2]. (7) Given the reactants C([Li])CCC.C([Mg]Br)CCC.[CH:12]1([N:15]([CH2:23][C:24]2[CH:29]=[CH:28][C:27](Br)=[C:26]([Br:31])[CH:25]=2)[C:16](=[O:22])[O:17][C:18]([CH3:21])([CH3:20])[CH3:19])[CH2:14][CH2:13]1.CN([CH:35]=[O:36])C, predict the reaction product. The product is: [Br:31][C:26]1[CH:25]=[C:24]([CH:29]=[C:28]([CH:35]=[O:36])[CH:27]=1)[CH2:23][N:15]([CH:12]1[CH2:14][CH2:13]1)[C:16](=[O:22])[O:17][C:18]([CH3:21])([CH3:20])[CH3:19].